From a dataset of Reaction yield outcomes from USPTO patents with 853,638 reactions. Predict the reaction yield, written as a fraction of the theoretical maximum amount of product (1.0 means a 100% yield; for example, 0.34 means a 34% yield). (1) The reactants are [CH3:1][NH:2][CH2:3][C:4]1[C:8]2[CH:9]=[CH:10][CH:11]=[CH:12][C:7]=2[O:6][C:5]=1[CH3:13].CNCC1C=CC2C(=CC=CC=2)C=1CCC.[ClH:30].[N:31]1([CH2:37][CH2:38][N:39]2[CH2:44][C:43]3[CH:45]=[C:46](/[CH:49]=[CH:50]/[C:51](O)=[O:52])[CH:47]=[N:48][C:42]=3[NH:41][C:40]2=[O:54])[CH2:36][CH2:35][O:34][CH2:33][CH2:32]1. No catalyst specified. The product is [ClH:30].[CH3:1][N:2]([CH2:3][C:4]1[C:8]2[CH:9]=[CH:10][CH:11]=[CH:12][C:7]=2[O:6][C:5]=1[CH3:13])[C:51](=[O:52])/[CH:50]=[CH:49]/[C:46]1[CH:47]=[N:48][C:42]2[NH:41][C:40](=[O:54])[N:39]([CH2:38][CH2:37][N:31]3[CH2:32][CH2:33][O:34][CH2:35][CH2:36]3)[CH2:44][C:43]=2[CH:45]=1. The yield is 0.820. (2) The reactants are Br[C:2]1[C:14]([CH2:15][O:16]C2CCCCO2)=[CH:13][C:5]([O:6]C2CCCCO2)=[CH:4][C:3]=1[CH3:23].[Li]CCCC.[B:29](OC(C)C)(OC(C)C)[O:30]C(C)C.Cl. The catalyst is C1COCC1.O.CCOC(C)=O. The product is [CH3:23][C:3]1[C:2]2[B:29]([OH:30])[O:16][CH2:15][C:14]=2[CH:13]=[C:5]([OH:6])[CH:4]=1. The yield is 0.330. (3) The reactants are [OH:1][C:2]1[CH:21]=[CH:20][CH:19]=[CH:18][C:3]=1[C:4]([NH:6][CH:7]([CH3:17])[CH2:8][NH:9]C(=O)OC(C)(C)C)=[O:5]. The catalyst is Cl.CO. The product is [NH2:9][CH2:8][CH:7]([NH:6][C:4](=[O:5])[C:3]1[CH:18]=[CH:19][CH:20]=[CH:21][C:2]=1[OH:1])[CH3:17]. The yield is 0.960. (4) The reactants are CCOC(/N=N/C(OCC)=O)=O.[Br:13][C:14]1[CH:15]=[C:16]([N:20]2[C:24](O)=[C:23]([CH2:26][CH2:27][CH2:28][OH:29])[C:22]([C:30]([O:32][CH2:33][CH3:34])=[O:31])=[N:21]2)[CH:17]=[CH:18][CH:19]=1.C1C=CC(P(C2C=CC=CC=2)C2C=CC=CC=2)=CC=1. The catalyst is O1CCCC1. The product is [Br:13][C:14]1[CH:15]=[C:16]([N:20]2[C:24]3[O:29][CH2:28][CH2:27][CH2:26][C:23]=3[C:22]([C:30]([O:32][CH2:33][CH3:34])=[O:31])=[N:21]2)[CH:17]=[CH:18][CH:19]=1. The yield is 0.750. (5) The reactants are [CH3:1][NH:2][C@H:3]([C:12]([NH:14][C@H:15]([C:20]([N:22]([C@@H:24]([CH:33]([CH3:35])[CH3:34])/[CH:25]=[C:26](\[CH3:32])/[C:27]([O:29]CC)=[O:28])[CH3:23])=[O:21])[C:16]([CH3:19])([CH3:18])[CH3:17])=[O:13])[C:4]([C:7]1[S:8][CH:9]=[CH:10][CH:11]=1)([CH3:6])[CH3:5].[OH-].[Li+]. The catalyst is O.CO. The product is [CH3:1][NH:2][C@H:3]([C:12]([NH:14][C@H:15]([C:20]([N:22]([C@@H:24]([CH:33]([CH3:35])[CH3:34])/[CH:25]=[C:26](/[C:27]([OH:29])=[O:28])\[CH3:32])[CH3:23])=[O:21])[C:16]([CH3:19])([CH3:18])[CH3:17])=[O:13])[C:4]([C:7]1[S:8][CH:9]=[CH:10][CH:11]=1)([CH3:5])[CH3:6]. The yield is 0.575. (6) The reactants are [H-].[Na+].[CH2:3]([O:5][C:6](=[O:20])[CH2:7][O:8][C:9]1[CH:19]=[N:18][CH:17]=[CH:16][C:10]=1[C:11](OCC)=[O:12])[CH3:4]. The catalyst is C1COCC1. The product is [OH:12][C:11]1[C:10]2[C:9](=[CH:19][N:18]=[CH:17][CH:16]=2)[O:8][C:7]=1[C:6]([O:5][CH2:3][CH3:4])=[O:20]. The yield is 0.680. (7) The product is [C:27]1([C@H:37]([NH:39][C:12]([CH:4]2[CH2:3][C:2](=[O:1])[C:11]3[C:6](=[CH:7][CH:8]=[CH:9][CH:10]=3)[CH2:5]2)=[O:14])[CH3:38])[C:36]2[C:31](=[CH:32][CH:33]=[CH:34][CH:35]=2)[CH:30]=[CH:29][CH:28]=1. The reactants are [O:1]=[C:2]1[C:11]2[C:6](=[CH:7][CH:8]=[CH:9][CH:10]=2)[CH2:5][CH:4]([C:12]([OH:14])=O)[CH2:3]1.C1N=CN(C(N2C=NC=C2)=O)C=1.[C:27]1([C@H:37]([NH2:39])[CH3:38])[C:36]2[C:31](=[CH:32][CH:33]=[CH:34][CH:35]=2)[CH:30]=[CH:29][CH:28]=1. The catalyst is CN(C=O)C. The yield is 0.960.